This data is from Catalyst prediction with 721,799 reactions and 888 catalyst types from USPTO. The task is: Predict which catalyst facilitates the given reaction. (1) Reactant: [Cl:1][C:2]1[C:3]([OH:30])=[C:4]([CH:26]=[C:27]([F:29])[CH:28]=1)[CH2:5][NH:6][C:7]([NH:9][C:10]1[N:14]([C:15]2[CH:20]=[CH:19][C:18]([CH3:21])=[CH:17][CH:16]=2)[N:13]=[C:12]([C:22]([CH3:25])([CH3:24])[CH3:23])[CH:11]=1)=[O:8].[Cl:31][C:32]1[N:37]=[C:36](Cl)[CH:35]=[CH:34][N:33]=1.[OH-].[Na+]. Product: [Cl:1][C:2]1[C:3]([O:30][C:34]2[CH:35]=[CH:36][N:37]=[C:32]([Cl:31])[N:33]=2)=[C:4]([CH:26]=[C:27]([F:29])[CH:28]=1)[CH2:5][NH:6][C:7]([NH:9][C:10]1[N:14]([C:15]2[CH:16]=[CH:17][C:18]([CH3:21])=[CH:19][CH:20]=2)[N:13]=[C:12]([C:22]([CH3:25])([CH3:23])[CH3:24])[CH:11]=1)=[O:8]. The catalyst class is: 21. (2) Reactant: [O:1]=[O+][O-].[OH:4][CH:5]([CH:14]1[CH2:19][CH2:18][N:17]([C:20]([O:22][C:23]([CH3:26])([CH3:25])[CH3:24])=[O:21])[CH:16]([CH3:27])[C:15]1=[O:28])/[CH:6]=C/C1C=CC=CC=1. The catalyst class is: 138. Product: [OH:4][CH:5]([CH:14]1[CH2:19][CH2:18][N:17]([C:20]([O:22][C:23]([CH3:24])([CH3:25])[CH3:26])=[O:21])[CH:16]([CH3:27])[C:15]1=[O:28])[CH:6]=[O:1]. (3) Reactant: [S:1]=[C:2]1[NH:7][C:6]2[NH:8][C:9](=[O:11])[CH2:10][C:5]=2[C:4](=[O:12])[N:3]1[C:13]1[CH:18]=[CH:17][C:16]([O:19][CH2:20][C:21]([F:24])([F:23])[F:22])=[CH:15][CH:14]=1.C(=O)([O-])O.[Na+].Br[CH2:31][CH2:32][O:33][Si:34]([C:37]([CH3:40])([CH3:39])[CH3:38])([CH3:36])[CH3:35].C(#N)C. Product: [Si:34]([O:33][CH2:32][CH2:31][S:1][C:2]1[N:3]([C:13]2[CH:14]=[CH:15][C:16]([O:19][CH2:20][C:21]([F:24])([F:23])[F:22])=[CH:17][CH:18]=2)[C:4](=[O:12])[C:5]2[CH2:10][C:9](=[O:11])[NH:8][C:6]=2[N:7]=1)([C:37]([CH3:40])([CH3:39])[CH3:38])([CH3:36])[CH3:35]. The catalyst class is: 13. (4) Reactant: ClC1([C:8]2[CH:18]=[CH:17][C:11]3[CH:12]=[CH:13][CH:14]=[CH:15][NH:16][C:10]=3[CH:9]=2)C=CC=NN1.NN. Product: [NH:16]1[C:10]2[CH:9]=[CH:8][CH:18]=[CH:17][C:11]=2[CH:12]=[CH:13][CH:14]=[CH:15]1. The catalyst class is: 29.